Dataset: Catalyst prediction with 721,799 reactions and 888 catalyst types from USPTO. Task: Predict which catalyst facilitates the given reaction. (1) Reactant: Cl[C:2]1[N:7]=[C:6]([Cl:8])[N:5]=[C:4]([Cl:9])[N:3]=1.[Cl:10][C:11]1[CH:16]=[CH:15][CH:14]=[C:13]([Cl:17])[C:12]=1[NH2:18].C([O-])([O-])=O.[K+].[K+]. Product: [Cl:10][C:11]1[CH:16]=[CH:15][CH:14]=[C:13]([Cl:17])[C:12]=1[NH:18][C:2]1[N:7]=[C:6]([Cl:8])[N:5]=[C:4]([Cl:9])[N:3]=1. The catalyst class is: 12. (2) Reactant: [N+:1]([C:4]1[CH:9]=[CH:8][CH:7]=[CH:6][C:5]=1[C:10]1[C:11]2[NH:15][C:14]([C:16]([C:52]3[CH:57]=[CH:56][CH:55]=[CH:54][C:53]=3[N+:58]([O-])=O)=[C:17]3[N:51]=[C:20]([C:21]([C:42]4[CH:47]=[CH:46][CH:45]=[CH:44][C:43]=4[N+:48]([O-])=O)=[C:22]4[NH:41][C:25](=[C:26]([C:32]5[CH:37]=[CH:36][CH:35]=[CH:34][C:33]=5[N+:38]([O-])=O)[C:27]5[CH:28]=[CH:29][C:30]=1[N:31]=5)[CH:24]=[CH:23]4)[CH:19]=[CH:18]3)=[CH:13][CH:12]=2)([O-])=O.O.O.[Sn](Cl)Cl.N. Product: [NH2:58][C:53]1[CH:54]=[CH:55][CH:56]=[CH:57][C:52]=1[C:16]1[C:14]2[NH:15][C:11]([C:10]([C:5]3[CH:6]=[CH:7][CH:8]=[CH:9][C:4]=3[NH2:1])=[C:30]3[N:31]=[C:27]([C:26]([C:32]4[CH:37]=[CH:36][CH:35]=[CH:34][C:33]=4[NH2:38])=[C:25]4[NH:41][C:22](=[C:21]([C:42]5[CH:47]=[CH:46][CH:45]=[CH:44][C:43]=5[NH2:48])[C:20]5[CH:19]=[CH:18][C:17]=1[N:51]=5)[CH:23]=[CH:24]4)[CH:28]=[CH:29]3)=[CH:12][CH:13]=2. The catalyst class is: 33. (3) Reactant: [Cl:1][C:2]1[N:7]=[N:6][C:5]([NH:8][NH2:9])=[CH:4][CH:3]=1.C(N(CC)CC)C.[F:17][C:18]1[C:27]([CH2:28][C:29](Cl)=[O:30])=[C:26]([F:32])[CH:25]=[C:24]2[C:19]=1[CH:20]=[CH:21][CH:22]=[N:23]2. Product: [Cl:1][C:2]1[N:7]=[N:6][C:5]([NH:8][NH:9][C:29](=[O:30])[CH2:28][C:27]2[C:18]([F:17])=[C:19]3[C:24](=[CH:25][C:26]=2[F:32])[N:23]=[CH:22][CH:21]=[CH:20]3)=[CH:4][CH:3]=1. The catalyst class is: 9. (4) Reactant: CON(C)[C:4](=[O:32])[C:5]1[CH:10]=[CH:9][CH:8]=[C:7]([O:11][CH:12]2[CH2:17][CH2:16][CH:15]([CH3:18])[N:14]([C:19](=[O:31])[C:20]3[CH:25]=[CH:24][CH:23]=[CH:22][C:21]=3[N:26]3[N:30]=[CH:29][CH:28]=[N:27]3)[CH2:13]2)[CH:6]=1.[CH:34]1([Mg]Br)[CH2:36][CH2:35]1. Product: [CH:34]1([C:4]([C:5]2[CH:6]=[C:7]([CH:8]=[CH:9][CH:10]=2)[O:11][CH:12]2[CH2:13][N:14]([C:19]([C:20]3[CH:25]=[CH:24][CH:23]=[CH:22][C:21]=3[N:26]3[N:27]=[CH:28][CH:29]=[N:30]3)=[O:31])[CH:15]([CH3:18])[CH2:16][CH2:17]2)=[O:32])[CH2:36][CH2:35]1. The catalyst class is: 1. (5) Reactant: [F:1][C:2]1[CH:27]=[C:26]([S:28]([CH3:31])(=[O:30])=[O:29])[CH:25]=[CH:24][C:3]=1[O:4][C@H:5]1[CH2:9][CH2:8][N:7]([CH:10]2[CH2:15][CH2:14][N:13](C(OC(C)(C)C)=O)[CH2:12][CH2:11]2)[C:6]1=[O:23].[ClH:32]. Product: [ClH:32].[F:1][C:2]1[CH:27]=[C:26]([S:28]([CH3:31])(=[O:30])=[O:29])[CH:25]=[CH:24][C:3]=1[O:4][C@H:5]1[CH2:9][CH2:8][N:7]([CH:10]2[CH2:11][CH2:12][NH:13][CH2:14][CH2:15]2)[C:6]1=[O:23]. The catalyst class is: 135. (6) Reactant: [C:1]([O:5][C:6]([C:8]1[O:9][C:10]2[CH:17]=[CH:16][CH:15]=[C:14](OS(C(F)(F)F)(=O)=O)[C:11]=2[C:12]=1[CH3:13])=[O:7])([CH3:4])([CH3:3])[CH3:2].C([O-])([O-])=O.[K+].[K+].[N:32]1[CH:37]=[CH:36][CH:35]=[C:34](B(O)O)[CH:33]=1.O. Product: [C:1]([O:5][C:6]([C:8]1[O:9][C:10]2[CH:17]=[CH:16][CH:15]=[C:14]([C:34]3[CH:33]=[N:32][CH:37]=[CH:36][CH:35]=3)[C:11]=2[C:12]=1[CH3:13])=[O:7])([CH3:4])([CH3:3])[CH3:2]. The catalyst class is: 57.